From a dataset of Reaction yield outcomes from USPTO patents with 853,638 reactions. Predict the reaction yield, written as a fraction of the theoretical maximum amount of product (1.0 means a 100% yield; for example, 0.34 means a 34% yield). The reactants are [CH2:1]([O:8][N:9]1[C:14](C(O)=O)=[CH:13][CH:12]=[CH:11][C:10]1=[O:18])[C:2]1[CH:7]=[CH:6][CH:5]=[CH:4][CH:3]=1.[SH:19][C:20]1[S:21][CH2:22][CH2:23][N:24]=1.C1(N=C=NC2CCCCC2)CCCCC1.C1C[O:43][CH2:42]C1. No catalyst specified. The product is [CH2:1]([O:8][N:9]1[C:14]([SH:21]2[CH2:22][CH2:23][NH:24][C:20]2=[S:19])=[CH:13][CH2:12][C:11](=[C:42]=[O:43])[C:10]1=[O:18])[C:2]1[CH:3]=[CH:4][CH:5]=[CH:6][CH:7]=1. The yield is 0.837.